Dataset: Forward reaction prediction with 1.9M reactions from USPTO patents (1976-2016). Task: Predict the product of the given reaction. Given the reactants CCCC[N+](CCCC)(CCCC)CCCC.[F-].[F:19][C:20]1[C:21]([C:49]2[CH:54]=[CH:53][C:52]([C:55]3[CH:60]=[CH:59][CH:58]=[CH:57][C:56]=3[OH:61])=[CH:51][CH:50]=2)=[CH:22][C:23]2[N:27]=[C:26]([O:28][C:29]3[CH:30]=[CH:31][C:32]([CH3:39])=[C:33]([CH:38]=3)[C:34]([O:36]C)=[O:35])[N:25](COCC[Si](C)(C)C)[C:24]=2[CH:48]=1, predict the reaction product. The product is: [F:19][C:20]1[C:21]([C:49]2[CH:54]=[CH:53][C:52]([C:55]3[CH:60]=[CH:59][CH:58]=[CH:57][C:56]=3[OH:61])=[CH:51][CH:50]=2)=[CH:22][C:23]2[N:27]=[C:26]([O:28][C:29]3[CH:30]=[CH:31][C:32]([CH3:39])=[C:33]([CH:38]=3)[C:34]([OH:36])=[O:35])[NH:25][C:24]=2[CH:48]=1.